From a dataset of Reaction yield outcomes from USPTO patents with 853,638 reactions. Predict the reaction yield, written as a fraction of the theoretical maximum amount of product (1.0 means a 100% yield; for example, 0.34 means a 34% yield). The reactants are [CH3:1][C:2]([C:4]1[CH:9]=[CH:8][C:7](F)=[C:6]([N+:11]([O-:13])=[O:12])[CH:5]=1)=[O:3].[Br:14][C:15]1[CH:16]=[C:17]([CH:19]=[CH:20][CH:21]=1)[NH2:18].C(N(CC)CC)C. The catalyst is CN1C(=O)CCC1. The product is [Br:14][C:15]1[CH:16]=[C:17]([NH:18][C:7]2[CH:8]=[CH:9][C:4]([C:2](=[O:3])[CH3:1])=[CH:5][C:6]=2[N+:11]([O-:13])=[O:12])[CH:19]=[CH:20][CH:21]=1. The yield is 0.870.